Dataset: Forward reaction prediction with 1.9M reactions from USPTO patents (1976-2016). Task: Predict the product of the given reaction. The product is: [Cl:17][C:3]1[C:2]([F:1])=[C:8]([CH3:9])[CH:7]=[CH:6][C:4]=1[NH2:5]. Given the reactants [F:1][C:2]1[CH:3]=[C:4]([CH:6]=[CH:7][C:8]=1[CH3:9])[NH2:5].C1C(=O)N([Cl:17])C(=O)C1, predict the reaction product.